Dataset: Forward reaction prediction with 1.9M reactions from USPTO patents (1976-2016). Task: Predict the product of the given reaction. (1) Given the reactants C[O:2][C:3]1[CH:12]=[C:11]2[C:6]([C@H:7]([CH2:22][CH2:23][CH2:24][CH2:25][CH2:26][CH2:27][CH2:28][CH2:29][CH:30]([CH2:36][CH2:37][CH2:38][C:39]([F:45])([F:44])[C:40]([F:43])([F:42])[F:41])[C:31]([O:33][CH2:34][CH3:35])=[O:32])[C@@:8]([C:14]3[CH:19]=[CH:18][C:17]([O:20]C)=[CH:16][CH:15]=3)([CH3:13])[CH2:9][S:10]2)=[CH:5][CH:4]=1.B(Br)(Br)Br.O, predict the reaction product. The product is: [OH:2][C:3]1[CH:12]=[C:11]2[C:6]([C@H:7]([CH2:22][CH2:23][CH2:24][CH2:25][CH2:26][CH2:27][CH2:28][CH2:29][CH:30]([CH2:36][CH2:37][CH2:38][C:39]([F:45])([F:44])[C:40]([F:41])([F:42])[F:43])[C:31]([O:33][CH2:34][CH3:35])=[O:32])[C@@:8]([C:14]3[CH:15]=[CH:16][C:17]([OH:20])=[CH:18][CH:19]=3)([CH3:13])[CH2:9][S:10]2)=[CH:5][CH:4]=1. (2) Given the reactants C(OC([N:8]1[CH2:17][CH2:16][C:15]2[C:10](=[CH:11][C:12]([CH2:18][C:19](=[O:51])[NH:20][CH:21]([B:38]3[O:46]C4C(C)(C5CC(C4)C5(C)C)[O:39]3)[CH2:22][C:23]3[CH:28]=[CH:27][CH:26]=[C:25]([C:29]([O:31]C(C)(C)C)=[O:30])[C:24]=3OC)=[CH:13][CH:14]=2)[CH2:9]1)=O)(C)(C)C.Cl, predict the reaction product. The product is: [OH:39][B:38]1[C@@H:21]([NH:20][C:19](=[O:51])[CH2:18][C:12]2[CH:13]=[C:14]3[C:15]([CH2:16][CH2:17][NH:8][CH2:9]3)=[CH:10][CH:11]=2)[CH2:22][C:23]2[CH:28]=[CH:27][CH:26]=[C:25]([C:29]([OH:31])=[O:30])[C:24]=2[O:46]1. (3) Given the reactants [F:1][C:2]1[CH:3]=[C:4]([OH:11])[CH:5]=[CH:6][C:7]=1[N+:8]([O-:10])=[O:9].C(=O)([O-])[O-].[K+].[K+].Cl[CH:19]([F:21])[F:20], predict the reaction product. The product is: [F:20][CH:19]([F:21])[O:11][C:4]1[CH:5]=[CH:6][C:7]([N+:8]([O-:10])=[O:9])=[C:2]([F:1])[CH:3]=1. (4) Given the reactants [ClH:1].[C:2]12([CH2:12][CH2:13][N:14]([CH2:27][CH2:28][C:29]([O:31]C(C)(C)C)=O)[C:15]([NH:17][CH2:18][CH2:19][CH2:20][C:21]3[CH:26]=[CH:25][N:24]=[CH:23][CH:22]=3)=[O:16])[CH2:11][CH:6]3[CH2:7][CH:8]([CH2:10][CH:4]([CH2:5]3)[CH2:3]1)[CH2:9]2.C(OCC)(=O)C, predict the reaction product. The product is: [ClH:1].[C:2]12([CH2:12][CH2:13][N:14]3[CH2:27][CH2:28][C:29](=[O:31])[N:17]([CH2:18][CH2:19][CH2:20][C:21]4[CH:26]=[CH:25][N:24]=[CH:23][CH:22]=4)[C:15]3=[O:16])[CH2:9][CH:8]3[CH2:7][CH:6]([CH2:5][CH:4]([CH2:10]3)[CH2:3]1)[CH2:11]2. (5) Given the reactants [CH3:1][C:2]1[CH:7]=[CH:6][C:5]([S:8]([O:11][CH2:12][CH:13]2[CH2:17][C:16]3[CH:18]=[CH:19][CH:20]=[C:21](Br)[C:15]=3[O:14]2)(=[O:10])=[O:9])=[CH:4][CH:3]=1.[F:23][C:24]1[CH:25]=[C:26](B(O)O)[CH:27]=[CH:28][CH:29]=1.C(=O)([O-])[O-].[K+].[K+].CC1C=CC(S(OCC2CC3C(C4C=CC=CC=4)=CC=CC=3O2)(=O)=O)=CC=1, predict the reaction product. The product is: [CH3:1][C:2]1[CH:7]=[CH:6][C:5]([S:8]([O:11][CH2:12][CH:13]2[CH2:17][C:16]3[CH:18]=[CH:19][CH:20]=[C:21]([C:28]4[CH:27]=[CH:26][CH:25]=[C:24]([F:23])[CH:29]=4)[C:15]=3[O:14]2)(=[O:10])=[O:9])=[CH:4][CH:3]=1. (6) Given the reactants [S:1]1[CH:5]=[C:4]([CH2:6][C:7](O)=O)[N:3]=[CH:2]1.[NH2:10][C:11]1[C:12](=[O:33])[N:13]([CH2:30][CH2:31][CH3:32])[C:14](=[O:29])[N:15]([CH2:18][CH2:19][C:20]2[CH:25]=[CH:24][C:23]([N+:26]([O-:28])=[O:27])=[CH:22][CH:21]=2)[C:16]=1[NH2:17], predict the reaction product. The product is: [N+:26]([C:23]1[CH:24]=[CH:25][C:20]([CH2:19][CH2:18][N:15]2[C:16]3[N:17]=[C:7]([CH2:6][C:4]4[N:3]=[CH:2][S:1][CH:5]=4)[NH:10][C:11]=3[C:12](=[O:33])[N:13]([CH2:30][CH2:31][CH3:32])[C:14]2=[O:29])=[CH:21][CH:22]=1)([O-:28])=[O:27].